From a dataset of NCI-60 drug combinations with 297,098 pairs across 59 cell lines. Regression. Given two drug SMILES strings and cell line genomic features, predict the synergy score measuring deviation from expected non-interaction effect. Drug 1: CC(C1=C(C=CC(=C1Cl)F)Cl)OC2=C(N=CC(=C2)C3=CN(N=C3)C4CCNCC4)N. Drug 2: CN(CCCl)CCCl.Cl. Cell line: SW-620. Synergy scores: CSS=32.9, Synergy_ZIP=-6.70, Synergy_Bliss=-7.67, Synergy_Loewe=-8.30, Synergy_HSA=-8.23.